From a dataset of Peptide-MHC class II binding affinity with 134,281 pairs from IEDB. Regression. Given a peptide amino acid sequence and an MHC pseudo amino acid sequence, predict their binding affinity value. This is MHC class II binding data. (1) The peptide sequence is QELLDIANYLMEQIQ. The MHC is DRB1_0101 with pseudo-sequence DRB1_0101. The binding affinity (normalized) is 0.383. (2) The peptide sequence is KLLPVPPTVTIFKIS. The MHC is DRB1_0405 with pseudo-sequence DRB1_0405. The binding affinity (normalized) is 0.246.